Dataset: Retrosynthesis with 50K atom-mapped reactions and 10 reaction types from USPTO. Task: Predict the reactants needed to synthesize the given product. (1) Given the product N[C@@H]1C(=O)Nc2ccccc2C[C@@H]1c1ccccc1, predict the reactants needed to synthesize it. The reactants are: COC(=O)C1(N)C(=O)Nc2ccccc2CC1c1ccccc1. (2) Given the product COC(=O)C[C@@H]1COc2cc(O[C@@H]3CCc4c(-c5c(C)cc(-c6noc(C)n6)cc5C)ccc(F)c43)ccc21, predict the reactants needed to synthesize it. The reactants are: COC(=O)C[C@@H]1COc2cc(O[C@@H]3CCc4c(Br)ccc(F)c43)ccc21.Cc1nc(-c2cc(C)c(Br)c(C)c2)no1.